From a dataset of Catalyst prediction with 721,799 reactions and 888 catalyst types from USPTO. Predict which catalyst facilitates the given reaction. (1) Reactant: COC1C=CC(C[O:8][C:9]2[C:14]([C:15]3[O:19][N:18]=[C:17]([C:20]4[CH:25]=[CH:24][C:23]([P:26]([CH3:31])(=[O:30])[O:27][CH2:28][CH3:29])=[CH:22][CH:21]=4)[CH:16]=3)=[CH:13][N:12]=[C:11]([C:32]3[CH:37]=[CH:36][CH:35]=[CH:34][N:33]=3)[N:10]=2)=CC=1.FC(F)(F)C(O)=O. Product: [OH:8][C:9]1[C:14]([C:15]2[O:19][N:18]=[C:17]([C:20]3[CH:21]=[CH:22][C:23]([P:26]([CH3:31])(=[O:30])[O:27][CH2:28][CH3:29])=[CH:24][CH:25]=3)[CH:16]=2)=[CH:13][N:12]=[C:11]([C:32]2[CH:37]=[CH:36][CH:35]=[CH:34][N:33]=2)[N:10]=1. The catalyst class is: 2. (2) Reactant: [N:1]1([C:10]2[CH:15]=[CH:14][C:13]([CH2:16][C:17]([OH:19])=O)=[CH:12][CH:11]=2)[C:5]2[CH:6]=[CH:7][CH:8]=[CH:9][C:4]=2[N:3]=[CH:2]1.[CH3:20][N:21]1[CH2:26][CH2:25][N:24]([CH2:27][C:28]2[CH:33]=[CH:32][C:31]([NH2:34])=[CH:30][C:29]=2[C:35]([F:38])([F:37])[F:36])[CH2:23][CH2:22]1. Product: [N:1]1([C:10]2[CH:11]=[CH:12][C:13]([CH2:16][C:17]([NH:34][C:31]3[CH:32]=[CH:33][C:28]([CH2:27][N:24]4[CH2:23][CH2:22][N:21]([CH3:20])[CH2:26][CH2:25]4)=[C:29]([C:35]([F:38])([F:37])[F:36])[CH:30]=3)=[O:19])=[CH:14][CH:15]=2)[C:5]2[CH:6]=[CH:7][CH:8]=[CH:9][C:4]=2[N:3]=[CH:2]1. The catalyst class is: 61. (3) Reactant: [N:1]1([CH2:7][CH2:8][N:9]2[C:13]3[CH:14]=[CH:15][CH:16]=[CH:17][C:12]=3[N:11]([C:18]([NH:20][C@H:21]([C:26]([O:28]C)=[O:27])[C@H:22]([CH2:24][CH3:25])[CH3:23])=[O:19])[C:10]2=[O:30])[CH2:6][CH2:5][O:4][CH2:3][CH2:2]1.[ClH:31]. Product: [ClH:31].[N:1]1([CH2:7][CH2:8][N:9]2[C:13]3[CH:14]=[CH:15][CH:16]=[CH:17][C:12]=3[N:11]([C:18]([NH:20][C@H:21]([C:26]([OH:28])=[O:27])[C@H:22]([CH2:24][CH3:25])[CH3:23])=[O:19])[C:10]2=[O:30])[CH2:6][CH2:5][O:4][CH2:3][CH2:2]1. The catalyst class is: 15. (4) Reactant: [NH2:1][C:2]([NH2:4])=[S:3].[C:5]([C:7]([C:19]#[N:20])=[CH:8][C:9]1[CH:14]=[CH:13][C:12]([NH:15][C:16](=[O:18])[CH3:17])=[CH:11][CH:10]=1)#[N:6].[C:21](=O)(O)[O-].[Na+].[CH2:26]1[C:31](=O)[N:30](Br)[C:28](=O)[CH2:27]1.[CH:34](OC(C)C)(C)[CH3:35]. Product: [NH2:6][C:5]1[N:4]=[C:2]([S:3][CH2:21][C:31]2[CH:26]=[CH:35][CH:34]=[C:28]([CH3:27])[N:30]=2)[N:1]=[C:8]([C:9]2[CH:14]=[CH:13][C:12]([NH:15][C:16](=[O:18])[CH3:17])=[CH:11][CH:10]=2)[C:7]=1[C:19]#[N:20]. The catalyst class is: 8. (5) Reactant: [C:1](N1C=CN=C1)(N1C=CN=C1)=[O:2].[NH2:13][C:14]1[S:15][C:16]2[CH:22]=[CH:21][CH:20]=[CH:19][C:17]=2[N:18]=1.[CH3:23][C:24]1[C:25]([CH2:31][N:32]([CH2:39][C:40]2[C:45]([CH:46]([CH3:48])[CH3:47])=[CH:44][CH:43]=[CH:42][N:41]=2)[CH:33]2[CH2:38][CH2:37][NH:36][CH2:35][CH2:34]2)=[N:26][CH:27]=[C:28]([CH3:30])[CH:29]=1. Product: [S:15]1[C:16]2[CH:22]=[CH:21][CH:20]=[CH:19][C:17]=2[N:18]=[C:14]1[NH:13][C:1]([N:36]1[CH2:37][CH2:38][CH:33]([N:32]([CH2:31][C:25]2[C:24]([CH3:23])=[CH:29][C:28]([CH3:30])=[CH:27][N:26]=2)[CH2:39][C:40]2[C:45]([CH:46]([CH3:48])[CH3:47])=[CH:44][CH:43]=[CH:42][N:41]=2)[CH2:34][CH2:35]1)=[O:2]. The catalyst class is: 2. (6) Reactant: Cl[C:2]1[C:11]2=[N:12][N:13](CC3C=CC(OC)=CC=3)[CH:14]=[C:10]2[C:9]2[CH:8]=[C:7]([O:24][CH3:25])[CH:6]=[CH:5][C:4]=2[N:3]=1.[NH2:26][C:27]1[CH:32]=[CH:31][C:30]([N:33]2[CH2:38][CH2:37][N:36]([C:39](=[O:41])[CH3:40])[CH2:35][CH2:34]2)=[CH:29][CH:28]=1.Cl. Product: [CH3:25][O:24][C:7]1[CH:6]=[CH:5][C:4]2[N:3]=[C:2]([NH:26][C:27]3[CH:28]=[CH:29][C:30]([N:33]4[CH2:34][CH2:35][N:36]([C:39](=[O:41])[CH3:40])[CH2:37][CH2:38]4)=[CH:31][CH:32]=3)[C:11]3=[N:12][NH:13][CH:14]=[C:10]3[C:9]=2[CH:8]=1. The catalyst class is: 71. (7) Reactant: [OH:1][C@H:2]1[CH2:6][CH2:5][N:4]([N:7]=[O:8])[C@@H:3]1[C:9]([O:11][CH3:12])=[O:10].N1C=CN=C1.[CH3:18][C:19]([Si:22](Cl)([CH3:24])[CH3:23])([CH3:21])[CH3:20]. The catalyst class is: 2. Product: [Si:22]([O:1][C@H:2]1[CH2:6][CH2:5][N:4]([N:7]=[O:8])[C@@H:3]1[C:9]([O:11][CH3:12])=[O:10])([C:19]([CH3:21])([CH3:20])[CH3:18])([CH3:24])[CH3:23].